Task: Predict the reactants needed to synthesize the given product.. Dataset: Full USPTO retrosynthesis dataset with 1.9M reactions from patents (1976-2016) Given the product [Br:1][C:2]1[CH:10]=[CH:9][CH:8]=[C:7]2[C:3]=1[C:4]([C:15]([N:35]1[CH2:36][CH2:37][CH:32]([C:27]3[CH:26]=[C:25]([CH:30]=[CH:29][C:28]=3[F:31])[CH2:24][NH:23][C:21](=[O:22])[C:20]([F:39])([F:38])[F:19])[CH2:33][CH2:34]1)=[O:17])=[CH:5][N:6]2[CH2:11][CH2:12][O:13][CH3:14], predict the reactants needed to synthesize it. The reactants are: [Br:1][C:2]1[CH:10]=[CH:9][CH:8]=[C:7]2[C:3]=1[C:4]([C:15]([OH:17])=O)=[CH:5][N:6]2[CH2:11][CH2:12][O:13][CH3:14].Cl.[F:19][C:20]([F:39])([F:38])[C:21]([NH:23][CH2:24][C:25]1[CH:30]=[CH:29][C:28]([F:31])=[C:27]([CH:32]2[CH2:37][CH2:36][NH:35][CH2:34][CH2:33]2)[CH:26]=1)=[O:22].